Predict which catalyst facilitates the given reaction. From a dataset of Catalyst prediction with 721,799 reactions and 888 catalyst types from USPTO. (1) Reactant: C([O:5][C:6](=[O:41])[C:7]1[CH:12]=[CH:11][C:10]([NH:13][C:14]2[N:19]=[C:18]([C:20]3[N:21]([CH3:38])[CH:22]=[C:23]([C:25](=[O:37])[NH:26][C:27]4[C:32]([CH2:33][CH3:34])=[CH:31][CH:30]=[CH:29][C:28]=4[CH2:35][CH3:36])[CH:24]=3)[C:17]([CH3:39])=[CH:16][N:15]=2)=[C:9]([CH3:40])[CH:8]=1)(C)(C)C.O. Product: [CH2:35]([C:28]1[CH:29]=[CH:30][CH:31]=[C:32]([CH2:33][CH3:34])[C:27]=1[NH:26][C:25]([C:23]1[CH:24]=[C:20]([C:18]2[C:17]([CH3:39])=[CH:16][N:15]=[C:14]([NH:13][C:10]3[CH:11]=[CH:12][C:7]([C:6]([OH:41])=[O:5])=[CH:8][C:9]=3[CH3:40])[N:19]=2)[N:21]([CH3:38])[CH:22]=1)=[O:37])[CH3:36]. The catalyst class is: 281. (2) Reactant: [CH3:1][O:2][C:3]([C:5]1[S:16][C:8]2=[N:9][CH:10]=[C:11]([N+:13]([O-:15])=[O:14])[CH:12]=[C:7]2[C:6]=1[OH:17])=[O:4].C(=O)([O-])[O-].[K+].[K+].Br[CH2:25][C:26]([O:28][C:29]([CH3:32])([CH3:31])[CH3:30])=[O:27].Cl. Product: [CH3:1][O:2][C:3]([C:5]1[S:16][C:8]2=[N:9][CH:10]=[C:11]([N+:13]([O-:15])=[O:14])[CH:12]=[C:7]2[C:6]=1[O:17][CH2:25][C:26]([O:28][C:29]([CH3:32])([CH3:31])[CH3:30])=[O:27])=[O:4]. The catalyst class is: 136.